Dataset: Forward reaction prediction with 1.9M reactions from USPTO patents (1976-2016). Task: Predict the product of the given reaction. (1) Given the reactants [CH:1]1([C:4]2[C:12]([N:13]([CH2:18][CH2:19][CH2:20]O)[S:14]([CH3:17])(=[O:16])=[O:15])=[CH:11][C:10]3[C:6](=[C:7]([C:36]([NH:38][CH3:39])=[O:37])[N:8]([C:22]4[CH:27]=[CH:26][C:25]([NH:28][C:29]5[CH:34]=[CH:33][C:32]([F:35])=[CH:31][CH:30]=5)=[CH:24][CH:23]=4)[N:9]=3)[CH:5]=2)[CH2:3][CH2:2]1.C1(P(C2C=CC=CC=2)C2C=CC=CC=2)C=CC=CC=1.[C:59]1(=[O:69])[NH:63][C:62](=[O:64])[C:61]2=[CH:65][CH:66]=[CH:67][CH:68]=[C:60]12.N(C(OC(C)C)=O)=NC(OC(C)C)=O.CC(OC(/N=N/C(OC(C)C)=O)=O)C, predict the reaction product. The product is: [CH:1]1([C:4]2[C:12]([N:13]([CH2:18][CH2:19][CH2:20][N:63]3[C:59](=[O:69])[C:60]4[C:61](=[CH:65][CH:66]=[CH:67][CH:68]=4)[C:62]3=[O:64])[S:14]([CH3:17])(=[O:16])=[O:15])=[CH:11][C:10]3[C:6](=[C:7]([C:36]([NH:38][CH3:39])=[O:37])[N:8]([C:22]4[CH:27]=[CH:26][C:25]([NH:28][C:29]5[CH:30]=[CH:31][C:32]([F:35])=[CH:33][CH:34]=5)=[CH:24][CH:23]=4)[N:9]=3)[CH:5]=2)[CH2:3][CH2:2]1. (2) Given the reactants [S:1]1[CH:5]=[CH:4][C:3]([C:6]([O:8][CH3:9])=[O:7])=[CH:2]1.[CH2:10](O)[CH2:11][CH2:12][CH2:13][CH2:14][CH2:15][CH2:16][CH2:17][CH2:18][CH2:19][CH2:20][CH2:21][CH2:22]C.CS(O)(=O)=O, predict the reaction product. The product is: [CH2:9]([O:8][C:6]([C:3]1[CH:4]=[CH:5][S:1][CH:2]=1)=[O:7])[CH2:22][CH2:21][CH2:20][CH2:19][CH2:18][CH2:17][CH2:16][CH2:15][CH2:14][CH2:13][CH2:12][CH2:11][CH3:10]. (3) The product is: [Br:1][C:2]1[C:3](=[O:25])[NH:4][C:5]([C:11]2[CH:16]=[C:15]([C:17](=[O:20])[CH2:18][N:30]3[CH2:31][CH2:32][N:27]([CH3:26])[CH2:28][CH2:29]3)[CH:14]=[CH:13][C:12]=2[O:21][CH2:22][CH2:23][CH3:24])=[N:6][C:7]=1[CH:8]([CH3:10])[CH3:9]. Given the reactants [Br:1][C:2]1[C:3](=[O:25])[NH:4][C:5]([C:11]2[CH:16]=[C:15]([C:17](=[O:20])[CH2:18]Br)[CH:14]=[CH:13][C:12]=2[O:21][CH2:22][CH2:23][CH3:24])=[N:6][C:7]=1[CH:8]([CH3:10])[CH3:9].[CH3:26][N:27]1[CH2:32][CH2:31][NH:30][CH2:29][CH2:28]1, predict the reaction product. (4) Given the reactants [CH3:1][O:2][CH:3]1[CH2:8][CH2:7][CH2:6][CH2:5][CH:4]1[N:9]1[C:18]2[C:13](=[CH:14][C:15]([S:19](OC3C(F)=C(F)C(F)=C(F)C=3F)(=[O:21])=[O:20])=[CH:16][CH:17]=2)[CH:12]=[CH:11][C:10]1=[O:34].[NH2:35][C:36]1[S:40][N:39]=[CH:38][N:37]=1, predict the reaction product. The product is: [CH3:1][O:2][C@H:3]1[CH2:8][CH2:7][CH2:6][CH2:5][C@@H:4]1[N:9]1[C:18]2[C:13](=[CH:14][C:15]([S:19]([NH:35][C:36]3[S:40][N:39]=[CH:38][N:37]=3)(=[O:21])=[O:20])=[CH:16][CH:17]=2)[CH:12]=[CH:11][C:10]1=[O:34]. (5) Given the reactants [CH3:1][C:2]1[C:8]([N:9]2[C:16]3[N:12]([N:13]=[C:14]([C:17]4[CH:18]=[N:19][CH:20]=[CH:21][CH:22]=4)[CH:15]=3)[CH:11]=[CH:10]2)=[CH:7][CH:6]=[CH:5][C:3]=1[NH2:4].[C:23]([C:25]1[CH:26]=[C:27]([CH:31]=[C:32]([S:34]([F:39])([F:38])([F:37])([F:36])[F:35])[CH:33]=1)[C:28](O)=[O:29])#[N:24].CN(C(ON1N=NC2C=CC=NC1=2)=[N+](C)C)C.F[P-](F)(F)(F)(F)F.C(N(CC)C(C)C)(C)C, predict the reaction product. The product is: [C:23]([C:25]1[CH:26]=[C:27]([CH:31]=[C:32]([S:34]([F:38])([F:39])([F:35])([F:36])[F:37])[CH:33]=1)[C:28]([NH:4][C:3]1[CH:5]=[CH:6][CH:7]=[C:8]([N:9]2[C:16]3[N:12]([N:13]=[C:14]([C:17]4[CH:18]=[N:19][CH:20]=[CH:21][CH:22]=4)[CH:15]=3)[CH:11]=[CH:10]2)[C:2]=1[CH3:1])=[O:29])#[N:24]. (6) Given the reactants [F:1][C:2]1[CH:3]=[CH:4][C:5]([N+:9]([O-:11])=[O:10])=[C:6](N)[CH:7]=1.FC(F)(F)C(OC(=O)C(F)(F)F)=O.FC(F)(F)[C:27]([NH2:29])=O.[OH-].[Na+].[Cl-].S(OC)(OC)(=O)=O, predict the reaction product. The product is: [F:1][C:2]1[CH:3]=[CH:4][C:5]([N+:9]([O-:11])=[O:10])=[C:6]([CH2:27][NH2:29])[CH:7]=1.